This data is from Full USPTO retrosynthesis dataset with 1.9M reactions from patents (1976-2016). The task is: Predict the reactants needed to synthesize the given product. (1) Given the product [C:1]([O:5][C:6]([N:8]1[CH2:13][CH2:12][C:11]([C:14]([O:16][CH2:17][CH3:18])=[O:15])([CH2:19][CH2:20][OH:21])[CH2:10][CH2:9]1)=[O:7])([CH3:3])([CH3:4])[CH3:2], predict the reactants needed to synthesize it. The reactants are: [C:1]([O:5][C:6]([N:8]1[CH2:13][CH2:12][C:11]([CH2:19][C:20](O)=[O:21])([C:14]([O:16][CH2:17][CH3:18])=[O:15])[CH2:10][CH2:9]1)=[O:7])([CH3:4])([CH3:3])[CH3:2].O1CCCC1.B.O.C(=O)([O-])[O-].[K+].[K+]. (2) The reactants are: [NH2:1][CH2:2][C:3]1([NH2:8])[CH2:7][CH2:6][CH2:5][CH2:4]1.Br[C:10]#[N:11]. Given the product [NH:8]1[C:3]2([CH2:7][CH2:6][CH2:5][CH2:4]2)[CH2:2][N:1]=[C:10]1[NH2:11], predict the reactants needed to synthesize it. (3) Given the product [Cl:7][C:8]1[CH:9]=[C:10]([NH:2][NH:3][NH:4][CH:5]=[S:6])[CH:11]=[CH:12][C:13]=1[Cl:14], predict the reactants needed to synthesize it. The reactants are: O.[NH2:2][NH2:3].[N-:4]=[C:5]=[S:6].[Cl:7][C:8]1[CH:9]=[CH:10][CH:11]=[CH:12][C:13]=1[Cl:14]. (4) Given the product [F:12][C:10]1[CH:9]=[C:8]2[C:3]([C:4](=[O:40])[NH:5][C:6]([C:13]3[CH:14]=[CH:15][C:16]([O:28][CH:29]4[CH2:32][N:31]([C:33]([O:35][C:36]([CH3:38])([CH3:39])[CH3:37])=[O:34])[CH2:30]4)=[C:17]([C:19]4[CH:20]=[CH:21][C:22]([S:25]([CH3:27])=[O:26])=[CH:23][CH:24]=4)[CH:18]=3)=[N:7]2)=[C:2]([O:48][CH3:46])[CH:11]=1, predict the reactants needed to synthesize it. The reactants are: F[C:2]1[CH:11]=[C:10]([F:12])[CH:9]=[C:8]2[C:3]=1[C:4](=[O:40])[NH:5][C:6]([C:13]1[CH:14]=[CH:15][C:16]([O:28][CH:29]3[CH2:32][N:31]([C:33]([O:35][C:36]([CH3:39])([CH3:38])[CH3:37])=[O:34])[CH2:30]3)=[C:17]([C:19]3[CH:24]=[CH:23][C:22]([S:25]([CH3:27])=[O:26])=[CH:21][CH:20]=3)[CH:18]=1)=[N:7]2.C[O-].[Na+].CO.[C:46](O)(=[O:48])C. (5) Given the product [Cl:3][C:4]1[C:5]([I:1])=[CH:6][C:7]([C:10]([F:13])([F:11])[F:12])=[N:8][CH:9]=1, predict the reactants needed to synthesize it. The reactants are: [I:1]I.[Cl:3][C:4]1[CH:5]=[CH:6][C:7]([C:10]([F:13])([F:12])[F:11])=[N:8][CH:9]=1.ClC1C=CC(C(F)(F)F)=CC=1[C@H]1N(C(OC(C)(C)C)=O)[C@H](C(OCC)=O)CC1.[Li+].CC([N-]C(C)C)C.[NH4+].[Cl-]. (6) Given the product [CH2:32]([O:31][C:29]([O:10][C@H:9]([C:11]1[CH:16]=[CH:15][C:14]([O:17][CH:18]([F:20])[F:19])=[C:13]([O:21][CH2:22][CH:23]2[CH2:25][CH2:24]2)[CH:12]=1)[CH2:8][C:7]1[C:6]([Cl:26])=[CH:5][N+:4]([O-:27])=[CH:3][C:2]=1[Cl:1])=[O:30])[C:33]1[CH:38]=[CH:37][CH:36]=[CH:35][CH:34]=1, predict the reactants needed to synthesize it. The reactants are: [Cl:1][C:2]1[CH:3]=[N+:4]([O-:27])[CH:5]=[C:6]([Cl:26])[C:7]=1[CH2:8][C@@H:9]([C:11]1[CH:16]=[CH:15][C:14]([O:17][CH:18]([F:20])[F:19])=[C:13]([O:21][CH2:22][CH:23]2[CH2:25][CH2:24]2)[CH:12]=1)[OH:10].Cl[C:29]([O:31][CH2:32][C:33]1[CH:38]=[CH:37][CH:36]=[CH:35][CH:34]=1)=[O:30]. (7) Given the product [C:1]([O:5][C:6](=[O:20])[NH:7][C@H:8]([CH:18]=[O:19])[CH2:9][CH2:10][C:11]1[CH:16]=[CH:15][C:14]([Br:17])=[CH:13][CH:12]=1)([CH3:4])([CH3:2])[CH3:3], predict the reactants needed to synthesize it. The reactants are: [C:1]([O:5][C:6](=[O:20])[NH:7][C@H:8]([CH2:18][OH:19])[CH2:9][CH2:10][C:11]1[CH:16]=[CH:15][C:14]([Br:17])=[CH:13][CH:12]=1)([CH3:4])([CH3:3])[CH3:2].C(N(CC)CC)C.CCOC(C)=O.